From a dataset of Catalyst prediction with 721,799 reactions and 888 catalyst types from USPTO. Predict which catalyst facilitates the given reaction. (1) Reactant: [CH2:1]([O:8][C:9]1[C:10](=[O:16])[NH:11][CH:12]=[C:13]([Br:15])[CH:14]=1)[C:2]1[CH:7]=[CH:6][CH:5]=[CH:4][CH:3]=1.C([O-])([O-])=O.[Cs+].[Cs+].I[CH:24]([CH3:26])[CH3:25]. Product: [CH2:1]([O:8][C:9]1[C:10](=[O:16])[N:11]([CH:24]([CH3:26])[CH3:25])[CH:12]=[C:13]([Br:15])[CH:14]=1)[C:2]1[CH:7]=[CH:6][CH:5]=[CH:4][CH:3]=1. The catalyst class is: 3. (2) Reactant: B.[Cl:2][C:3]1[C:11]([S:12](=[O:15])(=[O:14])[NH2:13])=[CH:10][C:6]([C:7](O)=[O:8])=[CH:5][C:4]=1[N+:16]([O-:18])=[O:17].CO. Product: [Cl:2][C:3]1[C:4]([N+:16]([O-:18])=[O:17])=[CH:5][C:6]([CH2:7][OH:8])=[CH:10][C:11]=1[S:12]([NH2:13])(=[O:14])=[O:15]. The catalyst class is: 1. (3) Reactant: [CH:1]([C:3]1[CH:8]=[CH:7][C:6]([C:9]2[O:10][CH:11]=[CH:12][CH:13]=2)=[CH:5][CH:4]=1)=O.[S:14]([NH2:24])(=[O:23])([C:16]1[CH:21]=[CH:20][C:19]([NH2:22])=[CH:18][CH:17]=1)=[O:15]. Product: [S:14]([C:16]1[CH:21]=[CH:20][C:19]([N:22]=[CH:1][C:3]2[CH:8]=[CH:7][C:6]([C:9]3[O:10][CH:11]=[CH:12][CH:13]=3)=[CH:5][CH:4]=2)=[CH:18][CH:17]=1)(=[O:15])(=[O:23])[NH2:24].[O:10]1[CH:11]=[CH:12][CH:13]=[C:9]1[C:6]1[CH:7]=[CH:8][C:3]([C:1]2[N:22]([C:19]3[CH:18]=[CH:17][C:16]([S:14](=[O:23])(=[O:15])[NH2:24])=[CH:21][CH:20]=3)[CH:1]=[C:3]([CH3:8])[CH:4]=2)=[CH:4][CH:5]=1. The catalyst class is: 8. (4) Reactant: [CH3:1][O:2][C:3]([C:5]1[CH:10]=[C:9](OC)[N:8]=[C:7]([C:13]([O:15][CH2:16][CH3:17])=[O:14])[CH:6]=1)=[O:4].P(Cl)(Cl)([Cl:20])=O. Product: [CH3:1][O:2][C:3]([C:5]1[CH:10]=[C:9]([Cl:20])[N:8]=[C:7]([C:13]([O:15][CH2:16][CH3:17])=[O:14])[CH:6]=1)=[O:4]. The catalyst class is: 3. (5) Reactant: FC(F)(F)C(O)=O.[CH3:8][O:9][C:10](=[O:21])[C:11]1[CH:16]=[CH:15][CH:14]=[C:13]([C:17]([NH:19][NH2:20])=[S:18])[CH:12]=1.Cl.C([O:25][C:26](=N)[CH2:27][CH2:28]O)C. Product: [CH3:8][O:9][C:10](=[O:21])[C:11]1[CH:16]=[CH:15][CH:14]=[C:13]([C:17]2[S:18][C:28]([CH2:27][CH2:26][OH:25])=[N:20][N:19]=2)[CH:12]=1. The catalyst class is: 436. (6) Reactant: [Br:1][C:2]1[CH:9]=[CH:8][C:5]([CH2:6]Br)=[CH:4][CH:3]=1.C(N(CC)CC)C.[CH2:17]1[C:20]2([CH2:25][CH2:24][NH:23][CH2:22][CH2:21]2)[CH2:19][O:18]1. Product: [Br:1][C:2]1[CH:9]=[CH:8][C:5]([CH2:6][N:23]2[CH2:24][CH2:25][C:20]3([CH2:17][O:18][CH2:19]3)[CH2:21][CH2:22]2)=[CH:4][CH:3]=1. The catalyst class is: 1.